From a dataset of Reaction yield outcomes from USPTO patents with 853,638 reactions. Predict the reaction yield, written as a fraction of the theoretical maximum amount of product (1.0 means a 100% yield; for example, 0.34 means a 34% yield). The reactants are [CH3:1][N:2]1[C:10]2[C:5](=[CH:6][CH:7]=[CH:8][C:9]=2[O:11][C:12]2[CH:17]=[CH:16][N:15]=[CH:14][CH:13]=2)[CH:4]=[C:3]1[C:18]([OH:20])=O.CCN([CH:27]([CH3:29])[CH3:28])C(C)C.CN(C(O[N:38]1N=N[C:40]2[CH:41]=[CH:42][CH:43]=[N:44][C:39]1=2)=[N+](C)C)C.F[P-](F)(F)(F)(F)F.[CH:54]1C=NC2N(O)N=NC=2C=1.C[O:65][C:66]1[CH:71]=[CH:70]C(N)=CC=1.C[CH2:74][O:75][C:76](C)=O. The catalyst is CN(C=O)C. The product is [C:27]([C:41]1[CH:40]=[C:39]([N:38]2[CH2:70][CH2:71][C:66]2=[O:65])[C:74]([O:75][CH3:76])=[C:43]([NH:44][C:18]([C:3]2[N:2]([CH3:1])[C:10]3[C:5]([CH:4]=2)=[CH:6][CH:7]=[CH:8][C:9]=3[O:11][C:12]2[CH:13]=[CH:14][N:15]=[CH:16][CH:17]=2)=[O:20])[CH:42]=1)([CH3:29])([CH3:54])[CH3:28]. The yield is 0.750.